Dataset: Experimentally validated miRNA-target interactions with 360,000+ pairs, plus equal number of negative samples. Task: Binary Classification. Given a miRNA mature sequence and a target amino acid sequence, predict their likelihood of interaction. (1) The miRNA is hsa-miR-4696 with sequence UGCAAGACGGAUACUGUCAUCU. The protein sequence of the target gene is MKKNRERFCNREREFVYKFKVGSQCLELRVPLKFPVQENASHLHGRLMLLHSLPCFIEKDLKEALTQFIEEESLSDYDRDAEASLAAVKSGEVDLHQLASTWAKAYAETTLEHARPEEPSWDEDFADVYHDLIHSPASETLLNLEHNYFVSISELIGERDVELKKLRERQGIEMEKVMQELGKSLTDQDVNSLAAQHFESQQDLENKWSNELKQSTAIQKQEYQEWVIKLHQDLKNPNNSSLSEEIKVQPSQFRESVEAIGRIYEEQRKLEESFTIHLGAQLKTMHNLRLLRADMLDFCK.... Result: 1 (interaction). (2) The miRNA is hsa-miR-628-3p with sequence UCUAGUAAGAGUGGCAGUCGA. The protein sequence of the target gene is MLPLEKAFASPRSSPAPPDLPTPGSAAGVQQEEPETIPERTPADLEFSRLRFREFVYQEAAGPHQTLARLHELCRQWLMPEARSKEQMLELLVLEQFLGILPDKVRPWVVAQYPESCKKAASLVEGLADVLEEPGMLLGSPAGSSSILSDGVYERHMDPLLLPGELASPSQALGAGEIPAPSETPWLSPDPLFLEQRRVREAKTEEDGPANTEQKLKSFPEDPQHLGEWGHLDPAEENLKSYRKLLLWGYQLSQPDAASRLDTEELRLVERDPQGSSLPEGGRRQESAGCACEEAAPAGV.... Result: 0 (no interaction). (3) The miRNA is hsa-miR-766-3p with sequence ACUCCAGCCCCACAGCCUCAGC. The protein sequence of the target gene is MAASQQQASAASSAAGVSGPSSAGGPGPQQQPQPPAQLVGPAQSGLLQQQQQDFDPVQRYKMLIPQLKESLQTLMKVAAQNLIQNTNIDNGQKSSDGPIQRFDKCLEEFYALCDQLELCLRLAHECLSQSCDSAKHSPTLVPTATKPDAVQPDSLPYPQYLAVIKAQISCAKDIHTALLDCANKVTGKTPAPPAGPGGTL. Result: 1 (interaction).